This data is from Catalyst prediction with 721,799 reactions and 888 catalyst types from USPTO. The task is: Predict which catalyst facilitates the given reaction. (1) Reactant: [Br:1][C:2]1[CH:7]=[C:6]([CH3:8])[CH:5]=[C:4]([C:9]([CH3:12])([CH3:11])[CH3:10])[C:3]=1[OH:13].[OH-].[K+].[CH3:16]S(C)=O.IC. Product: [Br:1][C:2]1[CH:7]=[C:6]([CH3:8])[CH:5]=[C:4]([C:9]([CH3:10])([CH3:12])[CH3:11])[C:3]=1[O:13][CH3:16]. The catalyst class is: 27. (2) Reactant: [CH3:1][CH:2]1[CH2:6][C:5](=[O:7])[CH2:4][N:3]1[C:8]([O:10][C:11]([CH3:14])([CH3:13])[CH3:12])=[O:9].[CH3:15][N:16]([CH:18](OC)OC)[CH3:17]. Product: [CH3:15][N:16](/[CH:18]=[C:6]1/[CH:2]([CH3:1])[N:3]([C:8]([O:10][C:11]([CH3:13])([CH3:12])[CH3:14])=[O:9])[CH2:4][C:5]/1=[O:7])[CH3:17]. The catalyst class is: 25. (3) Reactant: C[CH:2]([N:6]1[C:10]([C:11]2[S:12][C:13]([C:16]3[CH:21]=[CH:20][CH:19]=[C:18]([S:22]([CH3:25])(=[O:24])=[O:23])[CH:17]=3)=[CH:14][CH:15]=2)=[CH:9][C:8]([C:26]([F:29])([F:28])[F:27])=[N:7]1)[C:3]([OH:5])=[O:4].[CH3:30][CH:31](O)C. Product: [CH3:25][S:22]([C:18]1[CH:17]=[C:16]([C:13]2[S:12][C:11]([C:10]3[N:6]([CH2:2][C:3]([O:5][CH2:30][CH3:31])=[O:4])[N:7]=[C:8]([C:26]([F:29])([F:28])[F:27])[CH:9]=3)=[CH:15][CH:14]=2)[CH:21]=[CH:20][CH:19]=1)(=[O:24])=[O:23]. The catalyst class is: 82. (4) Reactant: C(OC(=O)[N:7]([CH2:18][C:19]1[CH:24]=[CH:23][C:22]([C:25]([CH3:28])([CH3:27])[CH3:26])=[CH:21][CH:20]=1)[CH2:8][CH2:9][C:10]1[CH:15]=[CH:14][CH:13]=[C:12]([CH2:16][CH3:17])[CH:11]=1)(C)(C)C.FC(F)(F)C(O)=O.[OH-].[Na+]. Product: [C:25]([C:22]1[CH:23]=[CH:24][C:19]([CH2:18][NH:7][CH2:8][CH2:9][C:10]2[CH:15]=[CH:14][CH:13]=[C:12]([CH2:16][CH3:17])[CH:11]=2)=[CH:20][CH:21]=1)([CH3:27])([CH3:26])[CH3:28]. The catalyst class is: 2. (5) Reactant: C1(C)C=CC(S(O[CH2:11][CH2:12][CH2:13][CH2:14][C:15]2[CH:20]=[CH:19][C:18]([CH2:21][CH2:22][O:23][C:24]3[C:33]4[C:28](=[CH:29][CH:30]=[CH:31][CH:32]=4)[N:27]=[CH:26][N:25]=3)=[CH:17][CH:16]=2)(=O)=O)=CC=1.[F-:35].[K+].C1N2CCOCCOCCN(CCOCCOCC2)CCOCCOC1.C1COCC1. Product: [F:35][CH2:11][CH2:12][CH2:13][CH2:14][C:15]1[CH:20]=[CH:19][C:18]([CH2:21][CH2:22][O:23][C:24]2[C:33]3[C:28](=[CH:29][CH:30]=[CH:31][CH:32]=3)[N:27]=[CH:26][N:25]=2)=[CH:17][CH:16]=1. The catalyst class is: 6. (6) Reactant: [CH3:1][O:2][C:3]1[CH:4]=[C:5]2[C:10](=[CH:11][C:12]=1[O:13][CH3:14])[N:9]=[CH:8][N:7]=[C:6]2[O:15][C:16]1[CH:22]=[CH:21][C:19]([NH2:20])=[C:18]([CH3:23])[CH:17]=1.ClC(Cl)(O[C:28](=[O:34])OC(Cl)(Cl)Cl)Cl.[CH2:36]([NH2:39])[CH2:37][CH3:38].CO. Product: [CH3:1][O:2][C:3]1[CH:4]=[C:5]2[C:10](=[CH:11][C:12]=1[O:13][CH3:14])[N:9]=[CH:8][N:7]=[C:6]2[O:15][C:16]1[CH:22]=[CH:21][C:19]([NH:20][C:28]([NH:39][CH2:36][CH2:37][CH3:38])=[O:34])=[C:18]([CH3:23])[CH:17]=1. The catalyst class is: 542. (7) Reactant: Cl[C:2]1[CH:7]=[CH:6][N:5]=[C:4]2[S:8][C:9]([S:18]([C:21]3[CH:26]=[CH:25][C:24]([Cl:27])=[CH:23][CH:22]=3)(=[O:20])=[O:19])=[C:10]([C:11]3[CH:16]=[CH:15][C:14]([Cl:17])=[CH:13][CH:12]=3)[C:3]=12.[N-:28]=[N+:29]=[N-:30].[Na+]. Product: [N:28]([C:2]1[CH:7]=[CH:6][N:5]=[C:4]2[S:8][C:9]([S:18]([C:21]3[CH:22]=[CH:23][C:24]([Cl:27])=[CH:25][CH:26]=3)(=[O:19])=[O:20])=[C:10]([C:11]3[CH:12]=[CH:13][C:14]([Cl:17])=[CH:15][CH:16]=3)[C:3]=12)=[N+:29]=[N-:30]. The catalyst class is: 18. (8) Reactant: C([N:8]1[CH2:13][CH:12]2[CH2:14][CH2:15][CH:9]1[C:10](=[O:16])[NH:11]2)C1C=CC=CC=1. Product: [CH:12]12[CH2:14][CH2:15][CH:9]([NH:8][CH2:13]1)[C:10](=[O:16])[NH:11]2. The catalyst class is: 320. (9) Reactant: CC(C)([O-])C.[K+].C([N:14]1[C:22]2[CH:21]=[CH:20][CH:19]=[C:18]([N:23]([CH3:32])[C:24]3[CH:29]=[CH:28][N:27]=[C:26]([S:30][CH3:31])[N:25]=3)[C:17]=2[CH:16]=[N:15]1)C1C=CC=CC=1.C1COCC1. Product: [CH3:32][N:23]([C:24]1[CH:29]=[CH:28][N:27]=[C:26]([S:30][CH3:31])[N:25]=1)[C:18]1[C:17]2[CH:16]=[N:15][NH:14][C:22]=2[CH:21]=[CH:20][CH:19]=1. The catalyst class is: 16. (10) Reactant: [OH:1][C:2]1[CH:3]=[C:4]2[C:9](=[CH:10][CH:11]=1)[C:8](=[O:12])[N:7]([CH2:13][CH:14]([CH3:16])[CH3:15])[C:6]([CH2:17][NH:18][C:19](=[O:25])[O:20][C:21]([CH3:24])([CH3:23])[CH3:22])=[C:5]2[C:26]1[S:27][CH:28]=[CH:29][CH:30]=1.[H-].[Na+].C1C=CC(N([S:40]([C:43]([F:46])([F:45])[F:44])(=[O:42])=[O:41])[S:40]([C:43]([F:46])([F:45])[F:44])(=[O:42])=[O:41])=CC=1.O. Product: [CH2:13]([N:7]1[C:6]([CH2:17][NH:18][C:19](=[O:25])[O:20][C:21]([CH3:23])([CH3:22])[CH3:24])=[C:5]([C:26]2[S:27][CH:28]=[CH:29][CH:30]=2)[C:4]2[C:9](=[CH:10][CH:11]=[C:2]([O:1][S:40]([C:43]([F:46])([F:45])[F:44])(=[O:42])=[O:41])[CH:3]=2)[C:8]1=[O:12])[CH:14]([CH3:15])[CH3:16]. The catalyst class is: 9.